This data is from Forward reaction prediction with 1.9M reactions from USPTO patents (1976-2016). The task is: Predict the product of the given reaction. (1) Given the reactants [Cl:1][C:2]1[CH:11]=[C:10]2[C:5]([C:6]([OH:26])=[C:7]([C:15]([NH:17][CH2:18][C:19]([O:21]C(C)(C)C)=[O:20])=[O:16])[C:8](=[O:14])[C:9]2([CH3:13])[CH3:12])=[CH:4][C:3]=1[F:27].C(O)(C(F)(F)F)=O, predict the reaction product. The product is: [Cl:1][C:2]1[CH:11]=[C:10]2[C:5]([C:6]([OH:26])=[C:7]([C:15]([NH:17][CH2:18][C:19]([OH:21])=[O:20])=[O:16])[C:8](=[O:14])[C:9]2([CH3:13])[CH3:12])=[CH:4][C:3]=1[F:27]. (2) Given the reactants [CH3:1][C:2]1[N:6]([CH2:7][C:8]2[CH:13]=[CH:12][CH:11]=[C:10]([N+:14]([O-])=O)[CH:9]=2)[N:5]=[C:4]([C:17]2[O:21][N:20]=[C:19]([C:22]3[CH:27]=[CH:26][C:25]([O:28][C:29]([F:32])([F:31])[F:30])=[CH:24][CH:23]=3)[N:18]=2)[N:3]=1, predict the reaction product. The product is: [CH3:1][C:2]1[N:6]([CH2:7][C:8]2[CH:9]=[C:10]([NH2:14])[CH:11]=[CH:12][CH:13]=2)[N:5]=[C:4]([C:17]2[O:21][N:20]=[C:19]([C:22]3[CH:27]=[CH:26][C:25]([O:28][C:29]([F:32])([F:30])[F:31])=[CH:24][CH:23]=3)[N:18]=2)[N:3]=1. (3) Given the reactants [Br:1][C:2]1[CH:3]=[CH:4][C:5]([OH:12])=[C:6]([C:8](=[O:11])[CH2:9]Cl)[CH:7]=1.C([O-])(=O)C.[Na+], predict the reaction product. The product is: [Br:1][C:2]1[CH:3]=[CH:4][C:5]2[O:12][CH2:9][C:8](=[O:11])[C:6]=2[CH:7]=1. (4) Given the reactants C([NH:18][CH2:19][C@H:20]([C:22]([OH:24])=[O:23])[OH:21])(OCC1C2C(=CC=CC=2)C2C1=CC=CC=2)=O.N1CCCCC1.[CH:31]([C:33]1[CH:41]=[CH:40][C:36]([C:37]([OH:39])=O)=[CH:35][CH:34]=1)=[O:32].C1C=CC2N(O)N=NC=2C=1.C(N=C=NC(C)C)(C)C, predict the reaction product. The product is: [CH:31]([C:33]1[CH:34]=[CH:35][C:36]([C:37]([NH:18][CH2:19][C@@H:20]([OH:21])[C:22]([OH:24])=[O:23])=[O:39])=[CH:40][CH:41]=1)=[O:32]. (5) Given the reactants [O:1]=[CH:2][CH:3]=[CH:4][C:5]([O:7][CH2:8][CH3:9])=[O:6].[CH3:10][C:11](=[N:15]O)[C:12](=O)[CH3:13].[ClH:17].C(OCC)(=O)C.C(OCC)C, predict the reaction product. The product is: [Cl:17][CH2:10][C:11]1[N:15]=[C:2](/[CH:3]=[CH:4]/[C:5]([O:7][CH2:8][CH3:9])=[O:6])[O:1][C:12]=1[CH3:13]. (6) Given the reactants Cl.[NH2:2][CH2:3][CH2:4][C:5]1[CH:13]=[CH:12][CH:11]=[CH:10][C:6]=1[C:7]([OH:9])=[O:8].[OH:14][C:15]1[CH:16]=[C:17]([C@H:21]([N:23]=[C:24]=[S:25])[CH3:22])[CH:18]=[CH:19][CH:20]=1, predict the reaction product. The product is: [OH:14][C:15]1[CH:16]=[C:17]([C@H:21]([NH:23][C:24](=[S:25])[NH:2][CH2:3][CH2:4][C:5]2[CH:13]=[CH:12][CH:11]=[CH:10][C:6]=2[C:7]([OH:9])=[O:8])[CH3:22])[CH:18]=[CH:19][CH:20]=1. (7) The product is: [OH:12][N:13]1[C:19](=[O:20])[N:18]2[CH2:21][C@H:14]1[CH2:15][CH2:16][C@H:17]2[C:22]1[O:26][N:25]=[CH:24][N:23]=1. Given the reactants B(Cl)(Cl)Cl.C([O:12][N:13]1[C:19](=[O:20])[N:18]2[CH2:21][C@H:14]1[CH2:15][CH2:16][C@H:17]2[C:22]1[O:26][N:25]=[CH:24][N:23]=1)C1C=CC=CC=1, predict the reaction product. (8) Given the reactants [CH2:1]([O:15][CH2:16][CH:17]([OH:34])[CH2:18][O:19][CH2:20][CH2:21][CH2:22][CH2:23][CH2:24][CH2:25][CH2:26][CH2:27][CH2:28][CH2:29][CH2:30][CH2:31][CH2:32][CH3:33])[CH2:2][CH2:3][CH2:4][CH2:5][CH2:6][CH2:7][CH2:8][CH2:9][CH2:10][CH2:11][CH2:12][CH2:13][CH3:14].C(N(CC)CC)C.[C:42](Cl)(=[O:53])[O:43][C:44]1[CH:49]=[CH:48][C:47]([N+:50]([O-:52])=[O:51])=[CH:46][CH:45]=1, predict the reaction product. The product is: [C:42](=[O:53])([O:43][C:44]1[CH:45]=[CH:46][C:47]([N+:50]([O-:52])=[O:51])=[CH:48][CH:49]=1)[O:34][CH:17]([CH2:18][O:19][CH2:20][CH2:21][CH2:22][CH2:23][CH2:24][CH2:25][CH2:26][CH2:27][CH2:28][CH2:29][CH2:30][CH2:31][CH2:32][CH3:33])[CH2:16][O:15][CH2:1][CH2:2][CH2:3][CH2:4][CH2:5][CH2:6][CH2:7][CH2:8][CH2:9][CH2:10][CH2:11][CH2:12][CH2:13][CH3:14]. (9) Given the reactants [CH2:1]([C:3]1[C:8]([I:9])=[CH:7][N:6]=[C:5](N)[CH:4]=1)[CH3:2].N([O-])=O.[Na+].[OH-].[Na+].[ClH:17], predict the reaction product. The product is: [Cl:17][C:5]1[CH:4]=[C:3]([CH2:1][CH3:2])[C:8]([I:9])=[CH:7][N:6]=1. (10) The product is: [N:51]1[CH:50]=[CH:49][N:46]2[CH:47]=[CH:48][C:43]([CH2:42][NH:41][C:39]([C:37]3[S:38][C:34]([C:22]4[CH:21]=[N:20][N:19]([CH2:15][C:16]5([CH3:17])[CH2:18][CH2:53][O:3][CH2:2][CH2:1]5)[CH:23]=4)=[CH:35][CH:36]=3)=[O:40])=[CH:44][C:45]=12. Given the reactants [CH3:1][C:2]1(C)C(C)(C)OB(C2C=NNC=2)[O:3]1.[CH2:15]([N:19]1[CH:23]=[C:22](B2OC(C)(C)C(C)(C)O2)[CH:21]=[N:20]1)[CH:16]([CH3:18])[CH3:17].Br[C:34]1[S:38][C:37]([C:39]([NH:41][CH2:42][C:43]2[CH:48]=[CH:47][N:46]3[CH:49]=[CH:50][N:51]=[C:45]3[CH:44]=2)=[O:40])=[CH:36][CH:35]=1.Br[C:53]1C=CC(N)=CC=1, predict the reaction product.